This data is from CYP2C19 inhibition data for predicting drug metabolism from PubChem BioAssay. The task is: Regression/Classification. Given a drug SMILES string, predict its absorption, distribution, metabolism, or excretion properties. Task type varies by dataset: regression for continuous measurements (e.g., permeability, clearance, half-life) or binary classification for categorical outcomes (e.g., BBB penetration, CYP inhibition). Dataset: cyp2c19_veith. (1) The drug is CCC(NC(=O)C1(C)CC1(Br)Br)c1ccc(C)cc1. The result is 1 (inhibitor). (2) The molecule is NCCNS(=O)(=O)c1ccc(N)cc1. The result is 0 (non-inhibitor). (3) The drug is COc1ccc(NC(=O)N2CC[C@@]3(CCCN(C(=O)c4c(C)noc4C)C3)C2)cc1. The result is 0 (non-inhibitor). (4) The drug is Fc1ccc([C@H]2CCNC[C@H]2COc2ccc3c(c2)OCO3)cc1. The result is 0 (non-inhibitor). (5) The drug is COCCn1c(C)cc(C2=NNC(=Nc3ccc(F)cc3)SC2)c1C. The result is 1 (inhibitor). (6) The result is 1 (inhibitor). The drug is CCC(C)C(NC(=O)OCc1ccccc1)C(=O)OCN1C(=O)c2ccccc2C1=O. (7) The molecule is COCCn1c(=O)c(CCc2ccccc2)nc2cnc(Nc3ccccc3)nc21. The result is 1 (inhibitor).